This data is from Catalyst prediction with 721,799 reactions and 888 catalyst types from USPTO. The task is: Predict which catalyst facilitates the given reaction. (1) Reactant: [CH3:1][C:2]1[C:10]2[C:5](=[CH:6][CH:7]=[C:8]([C:11]3[N:12]=[N:13][CH:14]=[C:15]([N:17]4[CH2:22][CH2:21][N:20](C(OC(C)(C)C)=O)[C@@H:19]([CH2:30][C:31]5[CH:36]=[CH:35][CH:34]=[CH:33][CH:32]=5)[CH2:18]4)[N:16]=3)[CH:9]=2)[NH:4][N:3]=1.FC(F)(F)C(O)=O. Product: [CH3:1][C:2]1[C:10]2[C:5](=[CH:6][CH:7]=[C:8]([C:11]3[N:12]=[N:13][CH:14]=[C:15]([N:17]4[CH2:22][CH2:21][NH:20][C@@H:19]([CH2:30][C:31]5[CH:36]=[CH:35][CH:34]=[CH:33][CH:32]=5)[CH2:18]4)[N:16]=3)[CH:9]=2)[NH:4][N:3]=1. The catalyst class is: 4. (2) Reactant: [Cl:1][C:2]1[C:11]2[CH2:10][CH2:9][CH2:8][CH2:7][C:6]=2[C:5](Cl)=[N:4][N:3]=1.[NH3:13]. Product: [Cl:1][C:2]1[C:11]2[CH2:10][CH2:9][CH2:8][CH2:7][C:6]=2[C:5]([NH2:13])=[N:4][N:3]=1. The catalyst class is: 8.